From a dataset of Reaction yield outcomes from USPTO patents with 853,638 reactions. Predict the reaction yield, written as a fraction of the theoretical maximum amount of product (1.0 means a 100% yield; for example, 0.34 means a 34% yield). (1) The reactants are [CH:1]1([C:4]2[C:13]3[C:8](=[CH:9][CH:10]=[CH:11][CH:12]=3)[C:7]([N:14]=[C:15]=[S:16])=[CH:6][CH:5]=2)[CH2:3][CH2:2]1.Cl.[NH2:18][NH:19][C:20](N)=[NH:21].C(N(C(C)C)CC)(C)C. The catalyst is CN(C)C=O. The product is [NH2:21][C:20]1[N:14]([C:7]2[C:8]3[C:13](=[CH:12][CH:11]=[CH:10][CH:9]=3)[C:4]([CH:1]3[CH2:3][CH2:2]3)=[CH:5][CH:6]=2)[C:15]([SH:16])=[N:18][N:19]=1. The yield is 0.440. (2) The reactants are [F:1][C:2]1[CH:3]=[CH:4][C:5]([C:8]2[N:12]=[C:11]([C:13]3[CH:18]=[C:17]([F:19])[CH:16]=[C:15](Br)[CH:14]=3)[O:10][N:9]=2)=[N:6][CH:7]=1.B1([C:27]2[CH:32]=[CH:31][CH:30]=[N:29][CH:28]=2)OCCCO1.COCCOC.C(=O)([O-])[O-].[Na+].[Na+]. The catalyst is CCCCCC.C1C=CC([P]([Pd]([P](C2C=CC=CC=2)(C2C=CC=CC=2)C2C=CC=CC=2)([P](C2C=CC=CC=2)(C2C=CC=CC=2)C2C=CC=CC=2)[P](C2C=CC=CC=2)(C2C=CC=CC=2)C2C=CC=CC=2)(C2C=CC=CC=2)C2C=CC=CC=2)=CC=1.C(OCC)(=O)C. The product is [F:1][C:2]1[CH:3]=[CH:4][C:5]([C:8]2[N:12]=[C:11]([C:13]3[CH:14]=[C:15]([C:27]4[CH:28]=[N:29][CH:30]=[CH:31][CH:32]=4)[CH:16]=[C:17]([F:19])[CH:18]=3)[O:10][N:9]=2)=[N:6][CH:7]=1. The yield is 0.480. (3) The reactants are [CH2:1]([N:8]1[CH2:13][CH2:12][C:11]([C:22]2[CH:27]=[CH:26][C:25](OS(C(F)(F)F)(=O)=O)=[CH:24][CH:23]=2)([C:14]2[CH:19]=[CH:18][CH:17]=[C:16]([O:20][CH3:21])[CH:15]=2)[CH2:10][CH2:9]1)[C:2]1[CH:7]=[CH:6][CH:5]=[CH:4][CH:3]=1.[CH3:36][N:37](C=O)C. The catalyst is C(OCC)C.[C-]#N.[Zn+2].[C-]#N. The product is [CH2:1]([N:8]1[CH2:13][CH2:12][C:11]([C:22]2[CH:27]=[CH:26][C:25]([C:36]#[N:37])=[CH:24][CH:23]=2)([C:14]2[CH:19]=[CH:18][CH:17]=[C:16]([O:20][CH3:21])[CH:15]=2)[CH2:10][CH2:9]1)[C:2]1[CH:3]=[CH:4][CH:5]=[CH:6][CH:7]=1. The yield is 0.920. (4) The reactants are [Cl:1][C:2]1[CH:10]=[CH:9][C:8]([Cl:11])=[C:7]2[C:3]=1[C:4]([C:20]1[C:28](O)=[CH:27][C:23]3[O:24][CH2:25][O:26][C:22]=3[CH:21]=1)([CH2:18][OH:19])[C:5](=[O:17])[N:6]2[CH2:12][CH2:13][CH2:14][CH2:15][CH3:16].C1(P(C2C=CC=CC=2)C2C=CC=CC=2)C=CC=CC=1.N(C(OC(C)C)=O)=NC(OC(C)C)=O. The catalyst is O1CCCC1. The product is [Cl:1][C:2]1[CH:10]=[CH:9][C:8]([Cl:11])=[C:7]2[C:3]=1[C:4]1([C:20]3=[CH:21][C:22]4[O:26][CH2:25][O:24][C:23]=4[CH:27]=[C:28]3[O:19][CH2:18]1)[C:5](=[O:17])[N:6]2[CH2:12][CH2:13][CH2:14][CH2:15][CH3:16]. The yield is 0.200. (5) The reactants are [CH2:1]([S:8][C:9]([CH3:38])([CH:33](OC)[O:34]C)[CH2:10][NH:11][C:12]([C:14]1[NH:15][C:16]2[C:21]([CH:22]=1)=[CH:20][CH:19]=[CH:18][C:17]=2[N:23]([CH3:32])[S:24]([C:27]1[S:28][CH:29]=[CH:30][CH:31]=1)(=[O:26])=[O:25])=[O:13])[C:2]1[CH:7]=[CH:6][CH:5]=[CH:4][CH:3]=1.O. The catalyst is CC(C)=O. The product is [CH2:1]([S:8][C:9]([CH3:38])([CH:33]=[O:34])[CH2:10][NH:11][C:12]([C:14]1[NH:15][C:16]2[C:21]([CH:22]=1)=[CH:20][CH:19]=[CH:18][C:17]=2[N:23]([CH3:32])[S:24]([C:27]1[S:28][CH:29]=[CH:30][CH:31]=1)(=[O:26])=[O:25])=[O:13])[C:2]1[CH:3]=[CH:4][CH:5]=[CH:6][CH:7]=1. The yield is 0.920. (6) The reactants are [F:1][C:2]1[CH:23]=[C:22]([N+:24]([O-:26])=[O:25])[CH:21]=[CH:20][C:3]=1[O:4][C:5]1[CH:6]=[CH:7][C:8]2[N:9]([CH:11]=[C:12]([NH:14][C:15]([CH:17]3[CH2:19][CH2:18]3)=[O:16])[N:13]=2)[CH:10]=1.O1CCCC1.OS(C(F)(F)[F:37])(=O)=O.FN1C(Cl)=CC=CC1Cl.Cl. The catalyst is C(#N)C.C(OCC)(=O)C. The product is [F:37][C:11]1[N:9]2[CH:10]=[C:5]([O:4][C:3]3[CH:20]=[CH:21][C:22]([N+:24]([O-:26])=[O:25])=[CH:23][C:2]=3[F:1])[CH:6]=[CH:7][C:8]2=[N:13][C:12]=1[NH:14][C:15]([CH:17]1[CH2:19][CH2:18]1)=[O:16]. The yield is 0.120. (7) The reactants are [NH:1]1[C:9]2[C:4](=[C:5]([CH2:10][C:11]([NH:13][C:14]3[S:15][C:16]([C:20]([NH:22][C@@H:23]([CH2:27][NH:28][C:29]([C:31]4[S:32][CH:33]=[CH:34][CH:35]=4)=[O:30])[C:24]([OH:26])=[O:25])=[O:21])=[C:17]([CH3:19])[N:18]=3)=[O:12])[CH:6]=[CH:7][CH:8]=2)[CH:3]=[N:2]1.[CH3:36][C:37]([CH3:42])([CH3:41])[CH2:38][CH2:39]O.O.C1(C)C=CC(S(O)(=O)=O)=CC=1. No catalyst specified. The product is [CH3:36][C:37]([CH3:42])([CH3:41])[CH2:38][CH2:39][O:25][C:24](=[O:26])[C@@H:23]([NH:22][C:20]([C:16]1[S:15][C:14]([NH:13][C:11](=[O:12])[CH2:10][C:5]2[CH:6]=[CH:7][CH:8]=[C:9]3[C:4]=2[CH:3]=[N:2][NH:1]3)=[N:18][C:17]=1[CH3:19])=[O:21])[CH2:27][NH:28][C:29]([C:31]1[S:32][CH:33]=[CH:34][CH:35]=1)=[O:30]. The yield is 0.359. (8) The catalyst is Cl. The reactants are [CH3:1][C:2]1[S:6][C:5]([NH:7][S:8]([C:11]2[CH:16]=[CH:15][C:14]([NH:17]C(=O)C)=[CH:13][CH:12]=2)(=[O:10])=[O:9])=[N:4][N:3]=1.C([O-])([O-])=O.[Na+].[Na+]. The yield is 0.720. The product is [NH2:17][C:14]1[CH:15]=[CH:16][C:11]([S:8]([NH:7][C:5]2[S:6][C:2]([CH3:1])=[N:3][N:4]=2)(=[O:10])=[O:9])=[CH:12][CH:13]=1.